Dataset: Full USPTO retrosynthesis dataset with 1.9M reactions from patents (1976-2016). Task: Predict the reactants needed to synthesize the given product. The reactants are: [CH3:1][O:2][C:3](=[O:12])[C:4]1[CH:9]=[C:8]([CH3:10])[CH:7]=[C:6]([OH:11])[CH:5]=1.[CH2:13](Br)[CH:14]=[CH2:15].C(=O)([O-])[O-].[K+].[K+]. Given the product [CH3:1][O:2][C:3](=[O:12])[C:4]1[CH:9]=[C:8]([CH3:10])[CH:7]=[C:6]([O:11][CH2:15][CH:14]=[CH2:13])[CH:5]=1, predict the reactants needed to synthesize it.